From a dataset of Peptide-MHC class I binding affinity with 185,985 pairs from IEDB/IMGT. Regression. Given a peptide amino acid sequence and an MHC pseudo amino acid sequence, predict their binding affinity value. This is MHC class I binding data. (1) The peptide sequence is AAFEDLRLL. The MHC is HLA-A02:03 with pseudo-sequence HLA-A02:03. The binding affinity (normalized) is 0.326. (2) The MHC is HLA-A26:01 with pseudo-sequence HLA-A26:01. The peptide sequence is YRKPSGGVF. The binding affinity (normalized) is 0.0847. (3) The peptide sequence is IPISGRITA. The MHC is HLA-B44:02 with pseudo-sequence HLA-B44:02. The binding affinity (normalized) is 0.0847. (4) The peptide sequence is LQLGFSTGV. The MHC is HLA-A02:01 with pseudo-sequence HLA-A02:01. The binding affinity (normalized) is 0.895.